This data is from Forward reaction prediction with 1.9M reactions from USPTO patents (1976-2016). The task is: Predict the product of the given reaction. The product is: [CH3:15][C:16]1[CH:22]=[CH:21][C:20]([CH3:23])=[CH:19][C:17]=1[NH:18][C:10](=[O:12])[CH:9]=[N:26][OH:27]. Given the reactants S([O-])([O-])(=O)=O.[Na+].[Na+].Cl[C:9](Cl)(Cl)[CH:10]([OH:12])O.[CH3:15][C:16]1[CH:22]=[CH:21][C:20]([CH3:23])=[CH:19][C:17]=1[NH2:18].Cl.Cl.[NH2:26][OH:27], predict the reaction product.